This data is from Full USPTO retrosynthesis dataset with 1.9M reactions from patents (1976-2016). The task is: Predict the reactants needed to synthesize the given product. (1) The reactants are: [C:1]([O:5][C:6]([N:8]1[CH2:13][CH2:12][CH2:11][CH:10]([C:14]2[CH:19]=[CH:18][C:17](Br)=[CH:16][CH:15]=2)[CH2:9]1)=[O:7])([CH3:4])([CH3:3])[CH3:2].C(P(C(C)(C)C)C1C=CC=CC=1C1C=CC=CC=1)(C)(C)C.CC(C)([O-])C.[Na+].[CH3:48][N:49]1[CH2:54][CH2:53][NH:52][CH2:51][CH2:50]1. Given the product [C:1]([O:5][C:6]([N:8]1[CH2:13][CH2:12][CH2:11][CH:10]([C:14]2[CH:19]=[CH:18][C:17]([N:52]3[CH2:53][CH2:54][N:49]([CH3:48])[CH2:50][CH2:51]3)=[CH:16][CH:15]=2)[CH2:9]1)=[O:7])([CH3:4])([CH3:3])[CH3:2], predict the reactants needed to synthesize it. (2) Given the product [CH2:5]1[N:6]([CH2:7][CH2:8][CH2:9][S:10]([OH:13])(=[O:12])=[O:11])[CH2:1][CH2:2][O:3][CH2:4]1, predict the reactants needed to synthesize it. The reactants are: [CH2:1]1[N:6]([CH2:7][CH2:8][CH2:9][S:10]([OH:13])(=[O:12])=[O:11])[CH2:5][CH2:4][O:3][CH2:2]1.[OH-].[K+]. (3) Given the product [CH2:15]([OH:16])[C@@H:13]([OH:14])[C@@H:11]([OH:12])[C@H:9]([OH:10])[C:7]([CH:6]=[O:5])=[O:8], predict the reactants needed to synthesize it. The reactants are: C([O-])(=O)C.[O:5]=[CH:6][C@@H:7]([C@H:9]([C@@H:11]([C@@H:13]([CH2:15][OH:16])[OH:14])[OH:12])[OH:10])[OH:8].CC1N(C)N(C2C=CC=CC=2)C(=O)C=1N.CCN(C1C=C(C)C=CC=1)CC(O)CS([O-])(=O)=O.[Na+]. (4) Given the product [C:16]([O:15][C:13]([NH:8][C:7]1[CH:9]=[C:3]([O:2][CH3:1])[CH:4]=[CH:5][C:6]=1[N+:10]([O-:12])=[O:11])=[O:14])([CH3:19])([CH3:18])[CH3:17], predict the reactants needed to synthesize it. The reactants are: [CH3:1][O:2][C:3]1[CH:4]=[CH:5][C:6]([N+:10]([O-:12])=[O:11])=[C:7]([CH:9]=1)[NH2:8].[C:13](O[C:13]([O:15][C:16]([CH3:19])([CH3:18])[CH3:17])=[O:14])([O:15][C:16]([CH3:19])([CH3:18])[CH3:17])=[O:14].N1C=CC=CC=1.CCCCCC. (5) Given the product [OH:22][C:19]1[CH:20]=[C:21]2[C:16](=[CH:17][C:18]=1[O:23][CH3:24])[N:15]=[CH:14][CH:13]=[C:12]2[O:11][C:9]1[CH:8]=[CH:7][C:3]2[N:4]([C:32]([NH:31][C:28]3[CH:27]=[C:26]([CH3:25])[O:30][N:29]=3)=[O:33])[CH2:5][CH2:6][O:1][C:2]=2[CH:10]=1, predict the reactants needed to synthesize it. The reactants are: [O:1]1[CH2:6][CH2:5][NH:4][C:3]2[CH:7]=[CH:8][C:9]([O:11][C:12]3[C:21]4[C:16](=[CH:17][C:18]([O:23][CH3:24])=[C:19]([OH:22])[CH:20]=4)[N:15]=[CH:14][CH:13]=3)=[CH:10][C:2]1=2.[CH3:25][C:26]1[O:30][N:29]=[C:28]([NH:31][C:32](=O)[O:33]C2C=CC([N+]([O-])=O)=CC=2)[CH:27]=1.C(N(CC)CC)C. (6) Given the product [CH2:9]([N:16]1[C:25]2[C:20](=[CH:21][C:22]([Cl:26])=[CH:23][CH:24]=2)[C:19]([N:27]2[CH2:32][CH2:31][N:30]([C:6]([C:2]3[S:1][CH:5]=[CH:4][CH:3]=3)=[O:7])[CH2:29][CH2:28]2)=[C:18]([C:33]#[N:34])[C:17]1=[O:35])[C:10]1[CH:15]=[CH:14][CH:13]=[CH:12][CH:11]=1, predict the reactants needed to synthesize it. The reactants are: [S:1]1[CH:5]=[CH:4][CH:3]=[C:2]1[C:6](Cl)=[O:7].[CH2:9]([N:16]1[C:25]2[C:20](=[CH:21][C:22]([Cl:26])=[CH:23][CH:24]=2)[C:19]([N:27]2[CH2:32][CH2:31][NH:30][CH2:29][CH2:28]2)=[C:18]([C:33]#[N:34])[C:17]1=[O:35])[C:10]1[CH:15]=[CH:14][CH:13]=[CH:12][CH:11]=1. (7) Given the product [CH:43]1([NH:47][CH:40]([CH3:41])[CH2:39][CH2:38][N:23]([C@@H:21]([C:11]2[N:10]([C:7]3[CH:8]=[CH:9][C:4]([O:3][CH2:1][CH3:2])=[CH:5][CH:6]=3)[C:15](=[O:16])[C:14]3[CH:17]=[CH:18][CH:19]=[N:20][C:13]=3[N:12]=2)[CH3:22])[C:24](=[O:37])[CH2:25][C:26]2[CH:31]=[CH:30][C:29]([F:32])=[C:28]([C:33]([F:35])([F:36])[F:34])[CH:27]=2)[CH2:46][CH2:45][CH2:44]1, predict the reactants needed to synthesize it. The reactants are: [CH2:1]([O:3][C:4]1[CH:9]=[CH:8][C:7]([N:10]2[C:15](=[O:16])[C:14]3[CH:17]=[CH:18][CH:19]=[N:20][C:13]=3[N:12]=[C:11]2[C@H:21]([N:23]([CH2:38][CH2:39][C:40](=O)[CH3:41])[C:24](=[O:37])[CH2:25][C:26]2[CH:31]=[CH:30][C:29]([F:32])=[C:28]([C:33]([F:36])([F:35])[F:34])[CH:27]=2)[CH3:22])=[CH:6][CH:5]=1)[CH3:2].[CH:43]1([NH2:47])[CH2:46][CH2:45][CH2:44]1.C(O[BH-](OC(=O)C)OC(=O)C)(=O)C.[Na+]. (8) Given the product [C:3]([C:5]1[CH:6]=[C:7]([C:15]2[N:16]=[CH:17][C:18]([C:21]3[C:22]([CH2:36][CH3:37])=[C:23]([CH2:27][CH2:28][N:29]([CH3:35])[CH2:30][C:31]([OH:33])=[O:32])[CH:24]=[CH:25][CH:26]=3)=[CH:19][N:20]=2)[CH:8]=[CH:9][C:10]=1[CH2:11][CH:12]([CH3:14])[CH3:13])#[N:4], predict the reactants needed to synthesize it. The reactants are: [OH-].[Li+].[C:3]([C:5]1[CH:6]=[C:7]([C:15]2[N:20]=[CH:19][C:18]([C:21]3[C:22]([CH2:36][CH3:37])=[C:23]([CH2:27][CH2:28][N:29]([CH3:35])[CH2:30][C:31]([O:33]C)=[O:32])[CH:24]=[CH:25][CH:26]=3)=[CH:17][N:16]=2)[CH:8]=[CH:9][C:10]=1[CH2:11][CH:12]([CH3:14])[CH3:13])#[N:4].C(O)(C)C.O.